From a dataset of Catalyst prediction with 721,799 reactions and 888 catalyst types from USPTO. Predict which catalyst facilitates the given reaction. (1) Reactant: [OH:1][C:2]1[CH:7]=[CH:6][C:5]([CH2:8][C@H:9]([NH:35][C:36](=[O:48])[C@@H:37]([N:39]([CH3:47])[C:40](=[O:46])[O:41][C:42]([CH3:45])([CH3:44])[CH3:43])[CH3:38])[C:10](=[O:34])[N:11]2[C@H:20]([C:21](=[O:33])[NH:22][C@H:23]3[C:32]4[C:27](=[CH:28][CH:29]=[CH:30][CH:31]=4)[CH2:26][CH2:25][CH2:24]3)[CH2:19][C:18]3[C:13](=[CH:14][CH:15]=[CH:16][CH:17]=3)[CH2:12]2)=[CH:4][CH:3]=1.Br[CH2:50][C:51]1[CH:60]=[CH:59][C:54]([C:55]([O:57][CH3:58])=[O:56])=[CH:53][CH:52]=1.C([O-])([O-])=O.[Cs+].[Cs+].[NH4+].[Cl-]. The catalyst class is: 31. Product: [C:42]([O:41][C:40]([N:39]([CH3:47])[C@@H:37]([CH3:38])[C:36]([NH:35][C@H:9]([C:10](=[O:34])[N:11]1[C@H:20]([C:21](=[O:33])[NH:22][C@H:23]2[C:32]3[C:27](=[CH:28][CH:29]=[CH:30][CH:31]=3)[CH2:26][CH2:25][CH2:24]2)[CH2:19][C:18]2[C:13](=[CH:14][CH:15]=[CH:16][CH:17]=2)[CH2:12]1)[CH2:8][C:5]1[CH:4]=[CH:3][C:2]([O:1][CH2:50][C:51]2[CH:60]=[CH:59][C:54]([C:55]([O:57][CH3:58])=[O:56])=[CH:53][CH:52]=2)=[CH:7][CH:6]=1)=[O:48])=[O:46])([CH3:43])([CH3:44])[CH3:45]. (2) Reactant: [CH3:1][C@H:2]1[CH2:7][NH:6][CH2:5][CH2:4][NH:3]1.[CH3:8][C:9]([O:12][C:13](ON=C(C1C=CC=CC=1)C#N)=[O:14])([CH3:11])[CH3:10]. Product: [CH3:1][C@@H:2]1[NH:3][CH2:4][CH2:5][N:6]([C:13]([O:12][C:9]([CH3:11])([CH3:10])[CH3:8])=[O:14])[CH2:7]1. The catalyst class is: 373. (3) Reactant: [Cl:1][C:2]1[S:3][C:4]([CH2:7]O)=[CH:5][N:6]=1.S(Cl)(Cl)=O.C(N(CC)CC)C.[NH:20]1[C:28]2[C:23](=[CH:24][CH:25]=[CH:26][CH:27]=2)[C:22]2([C:32]3=[CH:33][C:34]4[O:38][CH2:37][O:36][C:35]=4[CH:39]=[C:31]3[O:30][CH2:29]2)[C:21]1=[O:40].C(=O)([O-])[O-].[Cs+].[Cs+]. Product: [Cl:1][C:2]1[S:3][C:4]([CH2:7][N:20]2[C:28]3[C:23](=[CH:24][CH:25]=[CH:26][CH:27]=3)[C:22]3([C:32]4=[CH:33][C:34]5[O:38][CH2:37][O:36][C:35]=5[CH:39]=[C:31]4[O:30][CH2:29]3)[C:21]2=[O:40])=[CH:5][N:6]=1. The catalyst class is: 2. (4) The catalyst class is: 3. Product: [O:42]=[C:43]1[CH2:47][CH2:46][CH2:45][N:44]1[CH2:48][CH2:49][O:50][C:51](=[O:72])[C@@:52]([CH2:70][OH:71])([CH3:69])[CH2:53][C@H:54]([NH:68][C:6]([C:4]1[NH:3][N:2]=[N:1][CH:5]=1)=[O:8])[CH2:55][C:56]1[CH:57]=[CH:58][C:59]([C:62]2[CH:63]=[CH:64][CH:65]=[CH:66][CH:67]=2)=[CH:60][CH:61]=1. Reactant: [NH:1]1[CH:5]=[C:4]([C:6]([OH:8])=O)[N:3]=[N:2]1.CCN(C(C)C)C(C)C.CN(C(ON1N=NC2C=CC=NC1=2)=[N+](C)C)C.F[P-](F)(F)(F)(F)F.[O:42]=[C:43]1[CH2:47][CH2:46][CH2:45][N:44]1[CH2:48][CH2:49][O:50][C:51](=[O:72])[C@@:52]([CH2:70][OH:71])([CH3:69])[CH2:53][C@H:54]([NH2:68])[CH2:55][C:56]1[CH:61]=[CH:60][C:59]([C:62]2[CH:67]=[CH:66][CH:65]=[CH:64][CH:63]=2)=[CH:58][CH:57]=1.